Predict the product of the given reaction. From a dataset of Forward reaction prediction with 1.9M reactions from USPTO patents (1976-2016). The product is: [CH2:1]([O:8][C:9]([NH:11][C@@H:12]1[C:15](=[O:16])[NH:14][C@@H:13]1[CH2:28][N:29]1[C:33](=[O:34])[CH2:32][N:31]([C:35]([O:37][C:38]([CH3:40])([CH3:39])[CH3:41])=[O:36])[C:30]1=[O:42])=[O:10])[C:2]1[CH:7]=[CH:6][CH:5]=[CH:4][CH:3]=1. Given the reactants [CH2:1]([O:8][C:9]([NH:11][C@@H:12]1[C:15](=[O:16])[N:14](CC2C=CC(OC)=CC=2OC)[C@@H:13]1[CH2:28][N:29]1[C:33](=[O:34])[CH2:32][N:31]([C:35]([O:37][C:38]([CH3:41])([CH3:40])[CH3:39])=[O:36])[C:30]1=[O:42])=[O:10])[C:2]1[CH:7]=[CH:6][CH:5]=[CH:4][CH:3]=1.OP([O-])([O-])=O.[K+].[K+], predict the reaction product.